Dataset: Full USPTO retrosynthesis dataset with 1.9M reactions from patents (1976-2016). Task: Predict the reactants needed to synthesize the given product. Given the product [F:1][C:2]1[CH:7]=[CH:6][C:5]([C:8]2[N:33]([CH3:32])[C:35]3[C:40]([C:9]=2[CH2:10][CH2:11][CH2:12][N:13]2[CH2:18][CH2:17][CH:16]([C:19]4[CH:20]=[C:21]([NH:25][C:26](=[O:30])[CH:27]([CH3:29])[CH3:28])[CH:22]=[CH:23][CH:24]=4)[CH2:15][CH2:14]2)=[CH:39][CH:38]=[CH:37][CH:36]=3)=[CH:4][CH:3]=1, predict the reactants needed to synthesize it. The reactants are: [F:1][C:2]1[CH:7]=[CH:6][C:5]([C:8](=O)[CH2:9][CH2:10][CH2:11][CH2:12][N:13]2[CH2:18][CH2:17][CH:16]([C:19]3[CH:20]=[C:21]([NH:25][C:26](=[O:30])[CH:27]([CH3:29])[CH3:28])[CH:22]=[CH:23][CH:24]=3)[CH2:15][CH2:14]2)=[CH:4][CH:3]=1.[CH3:32][N:33]([C:35]1[CH:40]=[CH:39][CH:38]=[CH:37][CH:36]=1)N.